This data is from Forward reaction prediction with 1.9M reactions from USPTO patents (1976-2016). The task is: Predict the product of the given reaction. (1) Given the reactants C[Sn](C)(C)[C:3]1[CH:8]=[CH:7][C:6]([C:9]2[CH2:13][CH:12]([CH2:14][N:15]3[CH:19]=[CH:18][N:17]=[N:16]3)[O:11][N:10]=2)=[CH:5][CH:4]=1.[F:22][C:23]1[CH:24]=[C:25]([N:30]2[CH2:34][C@H:33]([CH2:35][NH:36][C:37](=[O:39])[CH3:38])[O:32][C:31]2=[O:40])[CH:26]=[CH:27][C:28]=1I.O1C=CC=C1P(C1OC=CC=1)C1OC=CC=1, predict the reaction product. The product is: [F:22][C:23]1[CH:24]=[C:25]([N:30]2[CH2:34][C@H:33]([CH2:35][NH:36][C:37](=[O:39])[CH3:38])[O:32][C:31]2=[O:40])[CH:26]=[CH:27][C:28]=1[C:3]1[CH:8]=[CH:7][C:6]([C:9]2[CH2:13][CH:12]([CH2:14][N:15]3[CH:19]=[CH:18][N:17]=[N:16]3)[O:11][N:10]=2)=[CH:5][CH:4]=1. (2) Given the reactants Cl.[NH:2]([C:4]1[CH:5]=[N:6][CH:7]=[CH:8][CH:9]=1)[NH2:3].[F:10][C:11]([F:18])([CH3:17])[C:12](=O)[CH2:13][C:14]#[N:15], predict the reaction product. The product is: [F:10][C:11]([C:12]1[CH:13]=[C:14]([NH2:15])[N:2]([C:4]2[CH:5]=[N:6][CH:7]=[CH:8][CH:9]=2)[N:3]=1)([F:18])[CH3:17]. (3) The product is: [C:18]([O:22][C:23]([N:25]1[CH2:30][CH2:29][CH:28]([N:31]([C:14]([C:12]2[O:11][N:10]=[C:9]([C:6]3[CH:7]=[CH:8][C:3]([C:1]#[N:2])=[C:4]([F:17])[CH:5]=3)[CH:13]=2)=[O:16])[CH:32]2[CH2:33][CH2:34]2)[CH2:27][CH2:26]1)=[O:24])([CH3:21])([CH3:19])[CH3:20]. Given the reactants [C:1]([C:3]1[CH:8]=[CH:7][C:6]([C:9]2[CH:13]=[C:12]([C:14]([OH:16])=O)[O:11][N:10]=2)=[CH:5][C:4]=1[F:17])#[N:2].[C:18]([O:22][C:23]([N:25]1[CH2:30][CH2:29][CH:28]([NH:31][CH:32]2[CH2:34][CH2:33]2)[CH2:27][CH2:26]1)=[O:24])([CH3:21])([CH3:20])[CH3:19], predict the reaction product.